This data is from TCR-epitope binding with 47,182 pairs between 192 epitopes and 23,139 TCRs. The task is: Binary Classification. Given a T-cell receptor sequence (or CDR3 region) and an epitope sequence, predict whether binding occurs between them. (1) The epitope is YIFFASFYY. The TCR CDR3 sequence is CASSYSGQKFGYTF. Result: 1 (the TCR binds to the epitope). (2) The epitope is KRWIILGLNK. The TCR CDR3 sequence is CASSYSVKGLNTEAFF. Result: 0 (the TCR does not bind to the epitope). (3) The epitope is LEPLVDLPI. The TCR CDR3 sequence is CASSAGSNYGYTF. Result: 1 (the TCR binds to the epitope). (4) The TCR CDR3 sequence is CASSSSLKTGDPSTDTQYF. The epitope is KPLEFGATSAAL. Result: 1 (the TCR binds to the epitope). (5) The epitope is SLVKPSFYV. The TCR CDR3 sequence is CASSLYQGGTEAFF. Result: 1 (the TCR binds to the epitope). (6) The epitope is IVTDFSVIK. The TCR CDR3 sequence is CSASFVVQQETQYF. Result: 0 (the TCR does not bind to the epitope). (7) The TCR CDR3 sequence is CATSEAGTGNTDTQYF. Result: 0 (the TCR does not bind to the epitope). The epitope is ATDALMTGY. (8) The epitope is KLGGALQAK. The TCR CDR3 sequence is CSVEGFGRAGTGELFF. Result: 1 (the TCR binds to the epitope).